From a dataset of Reaction yield outcomes from USPTO patents with 853,638 reactions. Predict the reaction yield, written as a fraction of the theoretical maximum amount of product (1.0 means a 100% yield; for example, 0.34 means a 34% yield). (1) The reactants are [H-].[Na+].[NH:3]1[C:12]2[C:7](=[CH:8][CH:9]=[CH:10][CH:11]=2)[CH2:6][CH2:5][CH2:4]1.I[CH3:14]. The catalyst is O1CCCC1. The product is [CH3:14][N:3]1[C:12]2[C:7](=[CH:8][CH:9]=[CH:10][CH:11]=2)[CH2:6][CH2:5][CH2:4]1. The yield is 0.610. (2) The reactants are Br[C:2]1[CH:8]=[CH:7][C:5]([NH2:6])=[C:4]([F:9])[CH:3]=1.[CH3:10][C:11]1([CH3:27])[C:15]([CH3:17])([CH3:16])[O:14][B:13]([B:13]2[O:14][C:15]([CH3:17])([CH3:16])[C:11]([CH3:27])([CH3:10])[O:12]2)[O:12]1.C([O-])(=O)C.[K+]. The catalyst is [CH-]1C(P(C2C=CC=CC=2)C2C=CC=CC=2)=CC=C1.[CH-]1C(P(C2C=CC=CC=2)C2C=CC=CC=2)=CC=C1.[Fe+2].CCOC(C)=O. The product is [F:9][C:4]1[CH:3]=[C:2]([B:13]2[O:14][C:15]([CH3:17])([CH3:16])[C:11]([CH3:27])([CH3:10])[O:12]2)[CH:8]=[CH:7][C:5]=1[NH2:6]. The yield is 0.906. (3) The yield is 0.480. The reactants are [F:1][C:2]1[CH:7]=[CH:6][C:5]([C:8]2[O:9][C:10]3[CH:20]=[C:19]([N:21]([CH3:26])[S:22]([CH3:25])(=[O:24])=[O:23])[C:18](B4OC(C)(C)C(C)(C)O4)=[CH:17][C:11]=3[C:12]=2[C:13]([NH:15][CH3:16])=[O:14])=[CH:4][CH:3]=1.Cl[C:37]1[CH:38]=[CH:39][C:40]2[O:45][CH2:44][N:43]3[C:46]4[N:52]=[CH:51][CH:50]=[CH:49][C:47]=4[CH:48]=[C:42]3[C:41]=2[N:53]=1.CC(C1C=C(C(C)C)C(C2C=CC=CC=2P(C2CCCCC2)C2CCCCC2)=C(C(C)C)C=1)C. The product is [F:1][C:2]1[CH:7]=[CH:6][C:5]([C:8]2[O:9][C:10]3[CH:20]=[C:19]([N:21]([CH3:26])[S:22]([CH3:25])(=[O:24])=[O:23])[C:18]([C:37]4[CH:38]=[CH:39][C:40]5[O:45][CH2:44][N:43]6[C:46]7[N:52]=[CH:51][CH:50]=[CH:49][C:47]=7[CH:48]=[C:42]6[C:41]=5[N:53]=4)=[CH:17][C:11]=3[C:12]=2[C:13]([NH:15][CH3:16])=[O:14])=[CH:4][CH:3]=1. The catalyst is O1CCOCC1.O.C1C=CC(/C=C/C(/C=C/C2C=CC=CC=2)=O)=CC=1.C1C=CC(/C=C/C(/C=C/C2C=CC=CC=2)=O)=CC=1.C1C=CC(/C=C/C(/C=C/C2C=CC=CC=2)=O)=CC=1.[Pd].[Pd]. (4) The reactants are N[C:2]1[CH:7]=[CH:6][C:5]([Cl:8])=[CH:4][C:3]=1[C:9]([C:11]1[C:16]([F:17])=[CH:15][CH:14]=[CH:13][C:12]=1[F:18])=[O:10].N([O-])=O.[Na+].C(OC(C)C)(=O)C.[I-:30].[K+]. The catalyst is O.C(O)(=O)C. The product is [Cl:8][C:5]1[CH:6]=[CH:7][C:2]([I:30])=[C:3]([C:9]([C:11]2[C:16]([F:17])=[CH:15][CH:14]=[CH:13][C:12]=2[F:18])=[O:10])[CH:4]=1. The yield is 0.800. (5) The reactants are [C:1]1(C)[CH:6]=CC=C[CH:2]=1.IC(C)C.[Br:12][C:13]1[CH:14]=[CH:15][C:16](=[O:19])[NH:17][CH:18]=1. The catalyst is CCOC(C)=O. The product is [Br:12][C:13]1[CH:14]=[CH:15][C:16]([O:19][CH:1]([CH3:6])[CH3:2])=[N:17][CH:18]=1. The yield is 0.520. (6) The reactants are C(OC([NH:11][N:12]([C@@H:23]([CH:27]1[CH2:32][CH2:31][CH2:30][CH2:29][CH2:28]1)[CH2:24][CH:25]=[CH2:26])[C:13](=[O:22])[C:14]1[CH:19]=[C:18]([CH3:20])[CH:17]=[C:16]([CH3:21])[CH:15]=1)=O)C1C=CC=CC=1. The catalyst is C(O)(=O)C.[Pd]. The product is [CH:27]1([C@H:23]([N:12]([C:13](=[O:22])[C:14]2[CH:19]=[C:18]([CH3:20])[CH:17]=[C:16]([CH3:21])[CH:15]=2)[NH2:11])[CH2:24][CH2:25][CH3:26])[CH2:32][CH2:31][CH2:30][CH2:29][CH2:28]1. The yield is 1.02.